This data is from Forward reaction prediction with 1.9M reactions from USPTO patents (1976-2016). The task is: Predict the product of the given reaction. Given the reactants [Br:1][C:2]1[S:3][CH:4]=[CH:5][C:6]=1[C:7]1[CH:12]=[CH:11][C:10]([CH2:13][CH:14]([CH2:19][CH3:20])[CH2:15][CH2:16][CH2:17][CH3:18])=[CH:9][CH:8]=1.II.C(O)(=O)C.C(O)(=O)C.[I:31]C1C=CC=CC=1.S([O-])([O-])(=O)=S.[Na+].[Na+], predict the reaction product. The product is: [Br:1][C:2]1[S:3][C:4]([I:31])=[CH:5][C:6]=1[C:7]1[CH:12]=[CH:11][C:10]([CH2:13][CH:14]([CH2:19][CH3:20])[CH2:15][CH2:16][CH2:17][CH3:18])=[CH:9][CH:8]=1.